From a dataset of Forward reaction prediction with 1.9M reactions from USPTO patents (1976-2016). Predict the product of the given reaction. (1) Given the reactants [C:1]([CH:3]1[CH2:8][CH2:7][N:6]([C:9]([N:11]2[CH2:16][CH:15]([C:17]3[CH:22]=[CH:21][C:20]([C:23]([F:26])([F:25])[F:24])=[CH:19][CH:18]=3)[CH2:14][CH:13]([C:27](O)=[O:28])[CH2:12]2)=[O:10])[CH2:5][CH2:4]1)#[N:2].O[N:31]=[C:32]([NH2:38])[CH2:33][C:34]([OH:37])([CH3:36])[CH3:35], predict the reaction product. The product is: [OH:37][C:34]([CH3:36])([CH3:35])[CH2:33][C:32]1[N:38]=[C:27]([CH:13]2[CH2:14][CH:15]([C:17]3[CH:18]=[CH:19][C:20]([C:23]([F:26])([F:24])[F:25])=[CH:21][CH:22]=3)[CH2:16][N:11]([C:9]([N:6]3[CH2:7][CH2:8][CH:3]([C:1]#[N:2])[CH2:4][CH2:5]3)=[O:10])[CH2:12]2)[O:28][N:31]=1. (2) Given the reactants [CH3:1][O:2][C:3]1[CH:8]=[CH:7][C:6]([CH2:9][NH2:10])=[CH:5][CH:4]=1.[Br:11][C:12]1[CH:13]=[C:14]([C:19]2[N:20]([C:24]3[CH:29]=[CH:28][CH:27]=[C:26]([Cl:30])[C:25]=3[Cl:31])[CH:21]=[CH:22][N:23]=2)[C:15](Cl)=[N:16][CH:17]=1, predict the reaction product. The product is: [CH3:1][O:2][C:3]1[CH:8]=[CH:7][C:6]([CH2:9][NH:10][C:15]2[C:14]([C:19]3[N:20]([C:24]4[CH:29]=[CH:28][CH:27]=[C:26]([Cl:30])[C:25]=4[Cl:31])[CH:21]=[CH:22][N:23]=3)=[CH:13][C:12]([Br:11])=[CH:17][N:16]=2)=[CH:5][CH:4]=1. (3) Given the reactants [CH2:1]([S:5](Cl)(=[O:7])=[O:6])[CH2:2][CH2:3][CH3:4].[OH:9][C@:10]([CH3:46])([CH2:44][OH:45])[C:11](=[O:43])[C@@H:12]([NH:20][C:21](=[O:42])[C@@H:22]([NH:26][C:27](=[O:41])[C@@H:28]([NH:32][C:33]([C:35]1[S:39][C:38]([CH3:40])=[N:37][CH:36]=1)=[O:34])[CH2:29][O:30][CH3:31])[CH2:23][O:24][CH3:25])[CH2:13][C:14]1[CH:19]=[CH:18][CH:17]=[CH:16][CH:15]=1, predict the reaction product. The product is: [CH2:1]([S:5]([O:45][CH2:44][C@:10]([OH:9])([CH3:46])[C:11](=[O:43])[C@@H:12]([NH:20][C:21](=[O:42])[C@@H:22]([NH:26][C:27](=[O:41])[C@@H:28]([NH:32][C:33]([C:35]1[S:39][C:38]([CH3:40])=[N:37][CH:36]=1)=[O:34])[CH2:29][O:30][CH3:31])[CH2:23][O:24][CH3:25])[CH2:13][C:14]1[CH:19]=[CH:18][CH:17]=[CH:16][CH:15]=1)(=[O:7])=[O:6])[CH2:2][CH2:3][CH3:4]. (4) Given the reactants [Cl:1][C:2]1[CH:3]=[N:4][C:5]2[N:6]([N:8]=[C:9]([C:11]([OH:13])=O)[CH:10]=2)[CH:7]=1.CN(C(ON1N=NC2C=CC=NC1=2)=[N+](C)C)C.F[P-](F)(F)(F)(F)F.CCN(C(C)C)C(C)C.[CH:47]([C:50]1[S:51][C:52]2[CH2:58][CH2:57][NH:56][CH2:55][CH2:54][C:53]=2[N:59]=1)([CH3:49])[CH3:48], predict the reaction product. The product is: [Cl:1][C:2]1[CH:3]=[N:4][C:5]2[N:6]([N:8]=[C:9]([C:11]([N:56]3[CH2:57][CH2:58][C:52]4[S:51][C:50]([CH:47]([CH3:49])[CH3:48])=[N:59][C:53]=4[CH2:54][CH2:55]3)=[O:13])[CH:10]=2)[CH:7]=1. (5) Given the reactants [Br:1][C:2]1[CH:7]=[CH:6][C:5]([OH:8])=[CH:4][C:3]=1[O:9][C:10]([F:13])([F:12])[F:11].CN(C=O)C.Cl[C:20]1[N:25]=[CH:24][C:23]([N+:26]([O-:28])=[O:27])=[CH:22][N:21]=1, predict the reaction product. The product is: [Br:1][C:2]1[CH:7]=[CH:6][C:5]([O:8][C:20]2[N:25]=[CH:24][C:23]([N+:26]([O-:28])=[O:27])=[CH:22][N:21]=2)=[CH:4][C:3]=1[O:9][C:10]([F:12])([F:11])[F:13]. (6) Given the reactants [NH2:1][C:2]1[CH:3]=[CH:4][C:5]([C:9]([F:12])([F:11])[F:10])=[C:6]([OH:8])[CH:7]=1.C(=O)([O-])O.[Na+].[C:18]([C:20]([C:23]1[CH:24]=[C:25]([CH:29]=[CH:30][CH:31]=1)[C:26](Cl)=[O:27])([CH3:22])[CH3:21])#[N:19], predict the reaction product. The product is: [C:18]([C:20]([C:23]1[CH:24]=[C:25]([CH:29]=[CH:30][CH:31]=1)[C:26]([NH:1][C:2]1[CH:3]=[CH:4][C:5]([C:9]([F:10])([F:11])[F:12])=[C:6]([OH:8])[CH:7]=1)=[O:27])([CH3:22])[CH3:21])#[N:19].